Dataset: Forward reaction prediction with 1.9M reactions from USPTO patents (1976-2016). Task: Predict the product of the given reaction. (1) Given the reactants O.[NH2:2][NH2:3].[C:4]([O:8][C:9]([C@@H:11]([CH3:31])[C:12]([NH:14][CH2:15][C:16]1[CH:17]=[C:18]([N:22]2[C:26]([C:27]([O:29]C)=O)=[CH:25][N:24]=[CH:23]2)[CH:19]=[CH:20][CH:21]=1)=[O:13])=[O:10])([CH3:7])([CH3:6])[CH3:5], predict the reaction product. The product is: [C:4]([O:8][C:9]([C@@H:11]([CH3:31])[C:12]([NH:14][CH2:15][C:16]1[CH:17]=[C:18]([N:22]2[C:26]([C:27]([NH:2][NH2:3])=[O:29])=[CH:25][N:24]=[CH:23]2)[CH:19]=[CH:20][CH:21]=1)=[O:13])=[O:10])([CH3:6])([CH3:5])[CH3:7]. (2) Given the reactants [CH3:1][N:2]1[C:6]([C:7]2[CH:12]=[CH:11][N:10]=[CH:9][CH:8]=2)=[N:5][NH:4][C:3]1=[S:13].I[CH3:15], predict the reaction product. The product is: [CH3:1][N:2]1[C:3]([S:13][CH3:15])=[N:4][N:5]=[C:6]1[C:7]1[CH:12]=[CH:11][N:10]=[CH:9][CH:8]=1.